This data is from Forward reaction prediction with 1.9M reactions from USPTO patents (1976-2016). The task is: Predict the product of the given reaction. Given the reactants [Cl:1][C:2]1[C:15]([C:16]2[NH:20][C:19](=[O:21])[N:18]([C:22]3[CH:27]=[CH:26][C:25]([F:28])=[C:24]([Cl:29])[CH:23]=3)[N:17]=2)=[CH:14][C:5]([CH2:6][NH:7]C(=O)C(F)(F)F)=[C:4]([F:30])[CH:3]=1.[OH-].[K+].O, predict the reaction product. The product is: [NH2:7][CH2:6][C:5]1[C:4]([F:30])=[CH:3][C:2]([Cl:1])=[C:15]([C:16]2[NH:20][C:19](=[O:21])[N:18]([C:22]3[CH:27]=[CH:26][C:25]([F:28])=[C:24]([Cl:29])[CH:23]=3)[N:17]=2)[CH:14]=1.